The task is: Predict the product of the given reaction.. This data is from Forward reaction prediction with 1.9M reactions from USPTO patents (1976-2016). (1) Given the reactants [H-].[Na+].[NH:3]1[CH:7]=[N:6][CH:5]=[N:4]1.[C:8]([O:12][C:13]([N:15]1[CH2:20][CH2:19][CH:18]([NH:21][C:22]2[O:23][C:24]3[CH:30]=[CH:29][C:28]([O:31][CH2:32][CH2:33][CH2:34]Br)=[CH:27][C:25]=3[N:26]=2)[CH2:17][CH2:16]1)=[O:14])([CH3:11])([CH3:10])[CH3:9], predict the reaction product. The product is: [C:8]([O:12][C:13]([N:15]1[CH2:20][CH2:19][CH:18]([NH:21][C:22]2[O:23][C:24]3[CH:30]=[CH:29][C:28]([O:31][CH2:32][CH2:33][CH2:34][N:3]4[CH:7]=[N:6][CH:5]=[N:4]4)=[CH:27][C:25]=3[N:26]=2)[CH2:17][CH2:16]1)=[O:14])([CH3:11])([CH3:10])[CH3:9]. (2) Given the reactants [O:1]1[CH2:5][CH2:4][O:3][CH:2]1[CH2:6][CH2:7][CH2:8][NH2:9].[C:10](#[N:14])/[CH:11]=[CH:12]/[CH3:13], predict the reaction product. The product is: [O:1]1[CH2:5][CH2:4][O:3][CH:2]1[CH2:6][CH2:7][CH2:8][NH:9][CH:12]([CH3:13])[CH2:11][C:10]#[N:14]. (3) Given the reactants [N:1]1[CH:2]=[C:3]([C:10]2[CH:15]=[CH:14][N:13]=[C:12]([NH:16][C:17]3[CH:18]=[C:19]([CH:23]=[CH:24][CH:25]=3)[C:20](O)=[O:21])[N:11]=2)[N:4]2[CH:9]=[CH:8][CH:7]=[CH:6][C:5]=12.C(#[N:28])C.C1N=CN(C(N2C=NC=C2)=O)C=1.[OH-].[NH4+], predict the reaction product. The product is: [N:1]1[CH:2]=[C:3]([C:10]2[CH:15]=[CH:14][N:13]=[C:12]([NH:16][C:17]3[CH:18]=[C:19]([CH:23]=[CH:24][CH:25]=3)[C:20]([NH2:28])=[O:21])[N:11]=2)[N:4]2[CH:9]=[CH:8][CH:7]=[CH:6][C:5]=12. (4) Given the reactants [Br:1][C:2]1[N:3]=[C:4]([NH2:9])[C:5]([NH2:8])=[N:6][CH:7]=1.[CH:10]1([C:13]2[N:18]=[C:17]([C:19](=N)OCC)[CH:16]=[CH:15][N:14]=2)[CH2:12][CH2:11]1.C(N(CC)CC)C.C(O)(=O)C, predict the reaction product. The product is: [Br:1][C:2]1[N:3]=[C:4]2[NH:9][C:19]([C:17]3[CH:16]=[CH:15][N:14]=[C:13]([CH:10]4[CH2:12][CH2:11]4)[N:18]=3)=[N:8][C:5]2=[N:6][CH:7]=1. (5) The product is: [CH2:1]([O:3][C:4]([C:6]1([C:9]2[CH:10]=[CH:11][C:12]([C:15]3[CH:20]=[CH:19][C:18]([C:21]4[O:25][N:24]=[C:23]([CH3:26])[C:22]=4[CH:27]4[CH:28]([CH2:29][CH2:30][C:31]5[CH:32]=[CH:33][CH:34]=[CH:35][CH:36]=5)[O:45]4)=[CH:17][CH:16]=3)=[CH:13][CH:14]=2)[CH2:7][CH2:8]1)=[O:5])[CH3:2]. Given the reactants [CH2:1]([O:3][C:4]([C:6]1([C:9]2[CH:14]=[CH:13][C:12]([C:15]3[CH:20]=[CH:19][C:18]([C:21]4[O:25][N:24]=[C:23]([CH3:26])[C:22]=4[CH:27]=[CH:28][CH2:29][CH2:30][C:31]4[CH:36]=[CH:35][CH:34]=[CH:33][CH:32]=4)=[CH:17][CH:16]=3)=[CH:11][CH:10]=2)[CH2:8][CH2:7]1)=[O:5])[CH3:2].ClC1C=CC=C(C(OO)=[O:45])C=1.CCOC(C)=O, predict the reaction product.